Task: Predict the reactants needed to synthesize the given product.. Dataset: Full USPTO retrosynthesis dataset with 1.9M reactions from patents (1976-2016) (1) Given the product [ClH:25].[Cl:25][C:4]1[C:5]([C:9]([N:11]2[CH2:16][CH2:15][N:14]([C:17]3[C:22]([CH3:23])=[CH:21][C:20]([CH3:24])=[CH:19][N:18]=3)[CH2:13][CH2:12]2)=[O:10])=[CH:6][C:7]([F:8])=[C:2]([N:28]2[C@H:27]([CH3:26])[CH2:31][O:30][C:29]2=[O:32])[CH:3]=1, predict the reactants needed to synthesize it. The reactants are: Br[C:2]1[C:7]([F:8])=[CH:6][C:5]([C:9]([N:11]2[CH2:16][CH2:15][N:14]([C:17]3[C:22]([CH3:23])=[CH:21][C:20]([CH3:24])=[CH:19][N:18]=3)[CH2:13][CH2:12]2)=[O:10])=[C:4]([Cl:25])[CH:3]=1.[CH3:26][C@@H:27]1[CH2:31][O:30][C:29](=[O:32])[NH:28]1. (2) Given the product [CH3:1][C:2]1[N:3]=[C:4]([CH:8]([NH:13][C:14]2[C:15]3[N:16]([CH:22]=[CH:23][CH:24]=3)[N:17]=[CH:18][C:19]=2[C:20]([NH2:21])=[O:26])[CH2:9][CH:10]([CH3:12])[CH3:11])[S:5][C:6]=1[CH3:7], predict the reactants needed to synthesize it. The reactants are: [CH3:1][C:2]1[N:3]=[C:4]([CH:8]([NH:13][C:14]2[C:15]3[N:16]([CH:22]=[CH:23][CH:24]=3)[N:17]=[CH:18][C:19]=2[C:20]#[N:21])[CH2:9][CH:10]([CH3:12])[CH3:11])[S:5][C:6]=1[CH3:7].[NH4+].[OH-:26].OO. (3) The reactants are: [CH:1]([N:4]1[C:8]([C:9]2[S:10][C:11]3[CH2:12][CH2:13][O:14][C:15]4[CH:22]=[C:21]([CH:23]5[CH2:26][N:25](CC(N)=O)[CH2:24]5)[CH:20]=[CH:19][C:16]=4[C:17]=3[N:18]=2)=[N:7][CH:6]=[N:5]1)([CH3:3])[CH3:2].Br[C:32]([CH3:38])([CH3:37])[C:33]([O:35][CH3:36])=[O:34].C(=O)([O-])[O-].[Cs+].[Cs+]. Given the product [CH3:36][O:35][C:33](=[O:34])[C:32]([N:25]1[CH2:26][CH:23]([C:21]2[CH:20]=[CH:19][C:16]3[C:17]4[N:18]=[C:9]([C:8]5[N:4]([CH:1]([CH3:3])[CH3:2])[N:5]=[CH:6][N:7]=5)[S:10][C:11]=4[CH2:12][CH2:13][O:14][C:15]=3[CH:22]=2)[CH2:24]1)([CH3:38])[CH3:37], predict the reactants needed to synthesize it. (4) Given the product [CH2:20]([N:1]1[CH:5]=[C:4]([C:6]2[C:7]([C:12]3[CH:13]=[CH:14][CH:15]=[CH:16][CH:17]=3)=[N:8][O:9][C:10]=2[CH3:11])[N:3]=[CH:2]1)[C:21]1[CH:26]=[CH:25][CH:24]=[CH:23][CH:22]=1, predict the reactants needed to synthesize it. The reactants are: [NH:1]1[CH:5]=[C:4]([C:6]2[C:7]([C:12]3[CH:17]=[CH:16][CH:15]=[CH:14][CH:13]=3)=[N:8][O:9][C:10]=2[CH3:11])[N:3]=[CH:2]1.[H-].[Na+].[CH2:20](Br)[C:21]1[CH:26]=[CH:25][CH:24]=[CH:23][CH:22]=1.C(O)(=O)C. (5) Given the product [CH3:1][C@@H:2]1[CH2:4][C@H:3]1[C:5]([N:21]=[N+:22]=[N-:23])=[O:7], predict the reactants needed to synthesize it. The reactants are: [CH3:1][C@@H:2]1[CH2:4][C@H:3]1[C:5]([OH:7])=O.C(N(CC)CC)C.ClC(OCC)=O.[N-:21]=[N+:22]=[N-:23].[Na+]. (6) Given the product [CH2:30]([NH:37][C:19]([C:12]1[C:13]([C:15]([F:17])([F:18])[F:16])=[N:14][C:9]([NH:8][C:4]2[CH:5]=[CH:6][CH:7]=[C:2]([Cl:1])[CH:3]=2)=[N:10][CH:11]=1)=[O:21])[C:31]1[CH:36]=[CH:35][CH:34]=[CH:33][CH:32]=1, predict the reactants needed to synthesize it. The reactants are: [Cl:1][C:2]1[CH:3]=[C:4]([NH:8][C:9]2[N:14]=[C:13]([C:15]([F:18])([F:17])[F:16])[C:12]([C:19]([OH:21])=O)=[CH:11][N:10]=2)[CH:5]=[CH:6][CH:7]=1.C(N1CCOCC1)C.[CH2:30]([NH2:37])[C:31]1[CH:36]=[CH:35][CH:34]=[CH:33][CH:32]=1.O.ON1C2C=CC=CC=2N=N1.Cl.CN(C)CCCN=C=NCC. (7) Given the product [O:18]=[C:10]1[N:11]2[CH2:13][C:14](=[O:15])[NH:1][C:4]3[CH:5]=[CH:6][CH:7]=[C:8]([C:12]=32)[N:9]1[CH2:19][C:20]([O:22][CH3:23])=[O:21], predict the reactants needed to synthesize it. The reactants are: [N+:1]([C:4]1[C:12]2[N:11]([CH2:13][C:14](OC)=[O:15])[C:10](=[O:18])[N:9]([CH2:19][C:20]([O:22][CH3:23])=[O:21])[C:8]=2[CH:7]=[CH:6][CH:5]=1)([O-])=O.O.C1(C)C=CC(S(O)(=O)=O)=CC=1.